Dataset: Full USPTO retrosynthesis dataset with 1.9M reactions from patents (1976-2016). Task: Predict the reactants needed to synthesize the given product. (1) Given the product [Br:1][C:13]1[C:14]([NH2:17])=[N:15][CH:16]=[C:11]([C:10]([F:9])([F:18])[F:19])[CH:12]=1, predict the reactants needed to synthesize it. The reactants are: [Br:1]N1C(=O)CCC1=O.[F:9][C:10]([F:19])([F:18])[C:11]1[CH:12]=[CH:13][C:14]([NH2:17])=[N:15][CH:16]=1.S([O-])([O-])(=O)=S.[Na+].[Na+].C(=O)([O-])O.[Na+]. (2) Given the product [CH3:44][S:45]([O:28][CH2:27][C@H:26]([N:22]1[CH:23]=[CH:24][CH:25]=[C:20]([C:18](=[O:19])[NH:17][C:14]2[CH:15]=[CH:16][C:11]([C:10]3[C:3]4[C:2]([Cl:1])=[N:7][CH:6]=[N:5][C:4]=4[N:8]([CH3:36])[CH:9]=3)=[CH:12][CH:13]=2)[C:21]1=[O:35])[C:29]1[CH:34]=[CH:33][CH:32]=[CH:31][CH:30]=1)(=[O:47])=[O:46], predict the reactants needed to synthesize it. The reactants are: [Cl:1][C:2]1[C:3]2[C:10]([C:11]3[CH:16]=[CH:15][C:14]([NH:17][C:18]([C:20]4[C:21](=[O:35])[N:22]([C@H:26]([C:29]5[CH:34]=[CH:33][CH:32]=[CH:31][CH:30]=5)[CH2:27][OH:28])[CH:23]=[CH:24][CH:25]=4)=[O:19])=[CH:13][CH:12]=3)=[CH:9][N:8]([CH3:36])[C:4]=2[N:5]=[CH:6][N:7]=1.C(N(CC)CC)C.[CH3:44][S:45](Cl)(=[O:47])=[O:46]. (3) Given the product [CH3:14][O:13][C:5]1[C:6]([C:8]2[O:9][CH:10]=[CH:11][N:12]=2)=[CH:7][C:2]([CH:25]=[CH2:26])=[C:3]([NH:15][C:16](=[O:18])[CH3:17])[CH:4]=1, predict the reactants needed to synthesize it. The reactants are: Br[C:2]1[CH:7]=[C:6]([C:8]2[O:9][CH:10]=[CH:11][N:12]=2)[C:5]([O:13][CH3:14])=[CH:4][C:3]=1[NH:15][C:16](=[O:18])[CH3:17].C(=O)([O-])[O-].[Na+].[Na+].[C:25](OCC)(=O)[CH3:26].O. (4) Given the product [CH3:1][O:2][C:3]([C:4]1[CH:9]=[C:10]2[C:15]([CH:14]=[CH:13][N:12]=[C:11]2[CH:16]2[CH2:18][CH2:17]2)=[C:6]([O:8][C:20](=[O:22])[CH3:21])[CH:5]=1)=[O:19], predict the reactants needed to synthesize it. The reactants are: [CH3:1][O:2][C:3](=[O:19])[C:4](=[CH:9][C:10]1[C:11]([CH:16]2[CH2:18][CH2:17]2)=[N:12][CH:13]=[CH:14][CH:15]=1)[CH2:5][C:6]([OH:8])=O.[C:20]([O-])(=[O:22])[CH3:21].[Na+]. (5) Given the product [C:1]([C@H:5]1[CH2:10][CH2:9][C@H:8]([O:11][C:12]2[CH:21]=[CH:20][C:19]3[C:14](=[CH:15][CH:16]=[C:17]([CH:22]([N+:24]([O-:26])=[O:25])[CH3:23])[CH:18]=3)[C:13]=2[C:38]([F:41])([F:40])[F:39])[CH2:7][CH2:6]1)([CH3:2])([CH3:3])[CH3:4], predict the reactants needed to synthesize it. The reactants are: [C:1]([C@H:5]1[CH2:10][CH2:9][C@H:8]([O:11][C:12]2[CH:21]=[CH:20][C:19]3[C:14](=[CH:15][CH:16]=[C:17]([CH:22]([N+:24]([O-:26])=[O:25])[CH3:23])[CH:18]=3)[CH:13]=2)[CH2:7][CH2:6]1)([CH3:4])([CH3:3])[CH3:2].BrC1C=C2C(=CC=1)C([C:38]([F:41])([F:40])[F:39])=C(O[C@H]1CC[C@H](C(C)(C)C)CC1)C=C2. (6) Given the product [F:15][C:10]1[C:9]([C:3]2[CH:4]=[C:5]([CH:7]=[O:8])[S:6][C:2]=2[S:30]([C:28]2[CH:27]=[CH:26][CH:25]=[C:24]([O:23][CH3:22])[N:29]=2)(=[O:31])=[O:32])=[CH:14][CH:13]=[CH:12][N:11]=1, predict the reactants needed to synthesize it. The reactants are: Br[C:2]1[S:6][C:5]([CH:7]=[O:8])=[CH:4][C:3]=1[C:9]1[C:10]([F:15])=[N:11][CH:12]=[CH:13][CH:14]=1.N1C=CC=CC=1.[CH3:22][O:23][C:24]1[N:29]=[C:28]([S:30]([O-:32])=[O:31])[CH:27]=[CH:26][CH:25]=1.[Na+].O.